From a dataset of Forward reaction prediction with 1.9M reactions from USPTO patents (1976-2016). Predict the product of the given reaction. (1) Given the reactants [CH3:1][O:2][C:3]1[CH:8]=[C:7]([O:9][CH3:10])[CH:6]=[CH:5][C:4]=1[C:11]1[C:19]2[C:14](=[C:15]([F:20])[CH:16]=[CH:17][CH:18]=2)[NH:13][N:12]=1.[H-].[Na+].[CH2:23](Br)[CH:24]=[CH2:25], predict the reaction product. The product is: [CH2:25]([N:12]1[C:11]([C:4]2[CH:5]=[CH:6][C:7]([O:9][CH3:10])=[CH:8][C:3]=2[O:2][CH3:1])=[C:19]2[C:14]([C:15]([F:20])=[CH:16][CH:17]=[CH:18]2)=[N:13]1)[CH:24]=[CH2:23]. (2) Given the reactants [H-].[Al+3].[Li+].[H-].[H-].[H-].C([O:9][C:10](=O)[CH2:11][C:12]1[N:13]=[N:14][N:15]([CH:17]([CH3:19])[CH3:18])[N:16]=1)C.C([O:23][C:24](=O)[CH2:25][C:26]1[N:30]([CH:31]([CH3:33])[CH3:32])[N:29]=[N:28][N:27]=1)C.O, predict the reaction product. The product is: [CH:17]([N:15]1[N:14]=[N:13][C:12]([CH2:11][CH2:10][OH:9])=[N:16]1)([CH3:19])[CH3:18].[CH:31]([N:30]1[C:26]([CH2:25][CH2:24][OH:23])=[N:27][N:28]=[N:29]1)([CH3:33])[CH3:32]. (3) Given the reactants O[CH:2]([CH:12]1[CH2:17][CH2:16][N:15]([C:18]([O:20][C:21]([CH3:24])([CH3:23])[CH3:22])=[O:19])[CH2:14][CH2:13]1)[C:3]#[C:4][C:5]1[CH:10]=[CH:9][CH:8]=[C:7]([CH3:11])[N:6]=1.C(N(S(F)(F)[F:31])CC)C, predict the reaction product. The product is: [F:31][CH:2]([CH:12]1[CH2:17][CH2:16][N:15]([C:18]([O:20][C:21]([CH3:24])([CH3:23])[CH3:22])=[O:19])[CH2:14][CH2:13]1)[C:3]#[C:4][C:5]1[CH:10]=[CH:9][CH:8]=[C:7]([CH3:11])[N:6]=1. (4) The product is: [Br:19][C:7]1[C:8]2[C:3](=[C:2]([F:1])[CH:11]=[CH:10][CH:9]=2)[CH2:4][CH2:5][C:6]=1[CH:15]=[O:16]. Given the reactants [F:1][C:2]1[CH:11]=[CH:10][CH:9]=[C:8]2[C:3]=1[CH2:4][CH2:5][CH2:6][C:7]2=O.CN(C)[CH:15]=[O:16].P(Br)(Br)[Br:19], predict the reaction product. (5) Given the reactants [C:1]([C:5]1[CH:10]=[CH:9][C:8]([C:11]2[N:12]([C:31](Cl)=[O:32])[C@H:13]([C:24]3[CH:29]=[CH:28][C:27]([Cl:30])=[CH:26][CH:25]=3)[C@@:14]([C:17]3[CH:22]=[CH:21][C:20]([Cl:23])=[CH:19][CH:18]=3)([CH3:16])[N:15]=2)=[C:7]([O:34][CH2:35][CH3:36])[CH:6]=1)([CH3:4])([CH3:3])[CH3:2].[NH:37]1[CH2:42][CH2:41][NH:40][CH2:39][CH2:38]1, predict the reaction product. The product is: [C:1]([C:5]1[CH:10]=[CH:9][C:8]([C:11]2[N:12]([C:31]([N:37]3[CH2:42][CH2:41][NH:40][CH2:39][CH2:38]3)=[O:32])[C@H:13]([C:24]3[CH:25]=[CH:26][C:27]([Cl:30])=[CH:28][CH:29]=3)[C@@:14]([C:17]3[CH:22]=[CH:21][C:20]([Cl:23])=[CH:19][CH:18]=3)([CH3:16])[N:15]=2)=[C:7]([O:34][CH2:35][CH3:36])[CH:6]=1)([CH3:4])([CH3:3])[CH3:2]. (6) Given the reactants [CH3:1][O:2][C:3]([C:5]1([C:11]2[CH:16]=[C:15]([F:17])[CH:14]=[C:13]([O:18][CH2:19][C:20]3[CH:29]=[C:28]4[C:23]([C:24](Cl)=[CH:25][C:26]5[N:27]4[CH:30]=[N:31][N:32]=5)=[CH:22][CH:21]=3)[CH:12]=2)[CH2:10][CH2:9][O:8][CH2:7][CH2:6]1)=[O:4].[N:34]1[CH:39]=[CH:38][CH:37]=[C:36](B(O)O)[CH:35]=1.C(=O)([O-])[O-].[K+].[K+], predict the reaction product. The product is: [CH3:1][O:2][C:3]([C:5]1([C:11]2[CH:12]=[C:13]([O:18][CH2:19][C:20]3[CH:29]=[C:28]4[C:23]([C:24]([C:36]5[CH:35]=[N:34][CH:39]=[CH:38][CH:37]=5)=[CH:25][C:26]5[N:27]4[CH:30]=[N:31][N:32]=5)=[CH:22][CH:21]=3)[CH:14]=[C:15]([F:17])[CH:16]=2)[CH2:10][CH2:9][O:8][CH2:7][CH2:6]1)=[O:4]. (7) Given the reactants Br[C:2]1[C:3]([C:22]2[CH:27]=[CH:26][C:25]([C:28]([F:31])([F:30])[F:29])=[CH:24][CH:23]=2)=[CH:4][C:5]([O:8][C:9]2[C:14]3[N:15]=[C:16]([NH:18][C:19](=[O:21])[CH3:20])[S:17][C:13]=3[CH:12]=[CH:11][CH:10]=2)=[N:6][CH:7]=1.[F:32][C:33]1[CH:38]=[CH:37][C:36](B(O)O)=[CH:35][CH:34]=1.C([O-])([O-])=O.[Na+].[Na+], predict the reaction product. The product is: [F:32][C:33]1[CH:38]=[CH:37][C:36]([C:2]2[C:3]([C:22]3[CH:27]=[CH:26][C:25]([C:28]([F:31])([F:30])[F:29])=[CH:24][CH:23]=3)=[CH:4][C:5]([O:8][C:9]3[C:14]4[N:15]=[C:16]([NH:18][C:19](=[O:21])[CH3:20])[S:17][C:13]=4[CH:12]=[CH:11][CH:10]=3)=[N:6][CH:7]=2)=[CH:35][CH:34]=1. (8) Given the reactants [OH:1][CH2:2][C:3]1[NH:4][C:5]2[C:10]([CH:11]=1)=[CH:9][C:8]([O:12][CH3:13])=[CH:7][CH:6]=2, predict the reaction product. The product is: [CH3:13][O:12][C:8]1[CH:9]=[C:10]2[C:5](=[CH:6][CH:7]=1)[NH:4][C:3]([CH:2]=[O:1])=[CH:11]2.